Dataset: Forward reaction prediction with 1.9M reactions from USPTO patents (1976-2016). Task: Predict the product of the given reaction. (1) Given the reactants [CH3:1][O:2][C:3]1[CH:8]=[C:7]([N+:9]([O-:11])=[O:10])[CH:6]=[CH:5][C:4]=1[C:12]#[C:13][Si](C)(C)C.[F-].C([N+](CCCC)(CCCC)CCCC)CCC.C([O-])(O)=O.[Na+], predict the reaction product. The product is: [C:12]([C:4]1[CH:5]=[CH:6][C:7]([N+:9]([O-:11])=[O:10])=[CH:8][C:3]=1[O:2][CH3:1])#[CH:13]. (2) Given the reactants [Cl:1][C:2]1[CH:7]=[C:6]([N:8]=[C:9]=[S:10])[CH:5]=[C:4]([C:11]([F:14])([F:13])[F:12])[C:3]=1[C:15]1[CH:20]=[CH:19][C:18]([S:21]([N:24]2[CH2:28][CH2:27][CH2:26][C@H:25]2[C:29]([O:31][C:32]([CH3:35])([CH3:34])[CH3:33])=[O:30])(=[O:23])=[O:22])=[CH:17][CH:16]=1.[N:36]#[C:37][NH2:38].[Na].[CH3:40]O.CI, predict the reaction product. The product is: [Cl:1][C:2]1[CH:7]=[C:6]([N:8]([NH:36][C:37]#[N:38])[CH2:9][S:10][CH3:40])[CH:5]=[C:4]([C:11]([F:14])([F:12])[F:13])[C:3]=1[C:15]1[CH:20]=[CH:19][C:18]([S:21]([N:24]2[CH2:28][CH2:27][CH2:26][C@H:25]2[C:29]([O:31][C:32]([CH3:35])([CH3:34])[CH3:33])=[O:30])(=[O:23])=[O:22])=[CH:17][CH:16]=1.